From a dataset of Tox21: 12 toxicity assays (nuclear receptors and stress response pathways). Binary classification across 12 toxicity assays. It tested positive (active) for: SR-ATAD5 (ATAD5 genotoxicity (DNA damage)). The drug is Cc1nnc2n1-c1sc(Br)cc1C(c1ccccc1Cl)=NC2.